This data is from Forward reaction prediction with 1.9M reactions from USPTO patents (1976-2016). The task is: Predict the product of the given reaction. (1) Given the reactants [C:1]1([C:7]2[C:8]([C:27](OC)=[O:28])=[CH:9][N:10]([S:18]([C:21]3[CH:26]=[CH:25][CH:24]=[CH:23][CH:22]=3)(=[O:20])=[O:19])[C:11]=2[C:12]2[CH:17]=[CH:16][CH:15]=[CH:14][CH:13]=2)[CH:6]=[CH:5][CH:4]=[CH:3][CH:2]=1.[H-].C([Al+]CC(C)C)C(C)C, predict the reaction product. The product is: [C:1]1([C:7]2[C:8]([CH2:27][OH:28])=[CH:9][N:10]([S:18]([C:21]3[CH:22]=[CH:23][CH:24]=[CH:25][CH:26]=3)(=[O:19])=[O:20])[C:11]=2[C:12]2[CH:17]=[CH:16][CH:15]=[CH:14][CH:13]=2)[CH:2]=[CH:3][CH:4]=[CH:5][CH:6]=1. (2) Given the reactants [CH3:1][C:2]1([CH3:16])[C:6]([CH3:8])([CH3:7])[O:5][B:4]([C:9]2[CH:15]=[CH:14][C:12]([NH2:13])=[CH:11][CH:10]=2)[O:3]1.[Cl:17][C:18]1[C:23]([Cl:24])=[CH:22][CH:21]=[CH:20][C:19]=1[S:25](Cl)(=[O:27])=[O:26], predict the reaction product. The product is: [Cl:17][C:18]1[C:23]([Cl:24])=[CH:22][CH:21]=[CH:20][C:19]=1[S:25]([NH:13][C:12]1[CH:14]=[CH:15][C:9]([B:4]2[O:3][C:2]([CH3:16])([CH3:1])[C:6]([CH3:7])([CH3:8])[O:5]2)=[CH:10][CH:11]=1)(=[O:27])=[O:26]. (3) Given the reactants CC[O-].[Na+].[CH2:5]([C:9]1[CH:14]=[CH:13][C:12]([C:15](=[O:17])[CH3:16])=[CH:11][CH:10]=1)[CH:6]([CH3:8])[CH3:7].[CH2:18]([O:20][C:21](=[O:25])[C:22]([O-])=[O:23])[CH3:19], predict the reaction product. The product is: [CH3:7][CH:6]([CH3:8])[CH2:5][C:9]1[CH:10]=[CH:11][C:12]([C:15](=[O:17])[CH2:16][C:22](=[O:23])[C:21]([O:20][CH2:18][CH3:19])=[O:25])=[CH:13][CH:14]=1. (4) Given the reactants Br[C:2]1[N:6]2[N:7]=[C:8]([N:11]3[CH2:15][CH2:14][C@H:13]([N:16]([CH3:23])[C:17](=[O:22])[O:18][CH:19]([CH3:21])[CH3:20])[CH2:12]3)[CH:9]=[CH:10][C:5]2=[N:4][CH:3]=1.[CH3:24][O:25][C:26]1[C:31](B(O)O)=[CH:30][CH:29]=[C:28]([CH3:35])[N:27]=1.[O-]P([O-])([O-])=O.[K+].[K+].[K+].COCCOC, predict the reaction product. The product is: [CH3:24][O:25][C:26]1[C:31]([C:2]2[N:6]3[N:7]=[C:8]([N:11]4[CH2:15][CH2:14][C@H:13]([N:16]([CH3:23])[C:17](=[O:22])[O:18][CH:19]([CH3:21])[CH3:20])[CH2:12]4)[CH:9]=[CH:10][C:5]3=[N:4][CH:3]=2)=[CH:30][CH:29]=[C:28]([CH3:35])[N:27]=1. (5) Given the reactants [CH2:1]([C:5]1[CH:10]=[CH:9][C:8]([C:11]#[C:12][C:13]2[CH:38]=[CH:37][C:16]([CH2:17][N:18]([CH2:24][C:25]3[CH:36]=[CH:35][C:28]([O:29][CH2:30][C:31]([O:33]C)=[O:32])=[CH:27][CH:26]=3)[S:19]([CH2:22][CH3:23])(=[O:21])=[O:20])=[CH:15][CH:14]=2)=[CH:7][CH:6]=1)[CH2:2][CH2:3][CH3:4].[OH-].[Na+].Cl, predict the reaction product. The product is: [CH2:1]([C:5]1[CH:6]=[CH:7][C:8]([C:11]#[C:12][C:13]2[CH:38]=[CH:37][C:16]([CH2:17][N:18]([CH2:24][C:25]3[CH:36]=[CH:35][C:28]([O:29][CH2:30][C:31]([OH:33])=[O:32])=[CH:27][CH:26]=3)[S:19]([CH2:22][CH3:23])(=[O:20])=[O:21])=[CH:15][CH:14]=2)=[CH:9][CH:10]=1)[CH2:2][CH2:3][CH3:4]. (6) Given the reactants [C:1]([O:5][C:6](=[O:24])[CH2:7][CH2:8][C:9]1[CH:14]=[CH:13][C:12]([OH:15])=[CH:11][C:10]=1[CH2:16][NH:17][C:18]([O:20][CH:21]([CH3:23])[CH3:22])=[O:19])([CH3:4])([CH3:3])[CH3:2].[CH3:25][C:26]1[S:30][C:29]([N:31]2[CH2:36][CH2:35][O:34][CH2:33][CH2:32]2)=[N:28][C:27]=1[CH2:37][CH2:38]OS(C1C=CC(C)=CC=1)(=O)=O, predict the reaction product. The product is: [C:1]([O:5][C:6](=[O:24])[CH2:7][CH2:8][C:9]1[CH:14]=[CH:13][C:12]([O:15][CH2:38][CH2:37][C:27]2[N:28]=[C:29]([N:31]3[CH2:32][CH2:33][O:34][CH2:35][CH2:36]3)[S:30][C:26]=2[CH3:25])=[CH:11][C:10]=1[CH2:16][NH:17][C:18]([O:20][CH:21]([CH3:22])[CH3:23])=[O:19])([CH3:4])([CH3:3])[CH3:2]. (7) Given the reactants [CH3:1][N:2]([CH:10]1[CH2:15][CH2:14][CH:13]([O:16][C:17]2[C:28]3[C:27]4[C@@H:26]([CH2:29][CH2:30][C:31]5[O:32][CH:33]=[CH:34][N:35]=5)[CH2:25][CH2:24][C:23]=4[S:22][C:21]=3[N:20]=[CH:19][N:18]=2)[CH2:12][CH2:11]1)C(=O)OC(C)(C)C.Cl, predict the reaction product. The product is: [CH3:1][NH:2][CH:10]1[CH2:11][CH2:12][CH:13]([O:16][C:17]2[C:28]3[C:27]4[C@@H:26]([CH2:29][CH2:30][C:31]5[O:32][CH:33]=[CH:34][N:35]=5)[CH2:25][CH2:24][C:23]=4[S:22][C:21]=3[N:20]=[CH:19][N:18]=2)[CH2:14][CH2:15]1. (8) The product is: [F:20][C:17]1[CH:18]=[CH:19][C:14]([C@@H:12]([NH:11][C:4]2[CH:5]=[C:6]([C:8](=[O:10])[CH3:9])[CH:7]=[C:2]([NH:21][C:22]3[CH:27]=[N:26][CH:25]=[CH:24][N:23]=3)[N:3]=2)[CH3:13])=[CH:15][CH:16]=1. Given the reactants Cl[C:2]1[CH:7]=[C:6]([C:8](=[O:10])[CH3:9])[CH:5]=[C:4]([NH:11][C@H:12]([C:14]2[CH:19]=[CH:18][C:17]([F:20])=[CH:16][CH:15]=2)[CH3:13])[N:3]=1.[NH2:21][C:22]1[CH:27]=[N:26][CH:25]=[CH:24][N:23]=1.C1(P(C2CCCCC2)C2C=CC=CC=2C2C(C(C)C)=CC(C(C)C)=CC=2C(C)C)CCCCC1.CC(C)([O-])C.[Na+], predict the reaction product.